Dataset: Forward reaction prediction with 1.9M reactions from USPTO patents (1976-2016). Task: Predict the product of the given reaction. (1) Given the reactants [F:1][C:2]1([F:20])[CH2:7][CH2:6][CH:5]([NH:8][C:9]2[C:18]3[C:13](=[C:14]([NH2:19])[CH:15]=[CH:16][CH:17]=3)[N:12]=[CH:11][N:10]=2)[CH2:4][CH2:3]1.[Cl:21][C:22]1[C:27]([C:28](O)=[O:29])=[C:26]([F:31])[C:25]([CH2:32][NH:33][C:34](=[O:39])[C:35]([CH3:38])([CH3:37])[CH3:36])=[CH:24][CH:23]=1.C(Cl)(=O)C(Cl)=O.CCN(C(C)C)C(C)C, predict the reaction product. The product is: [Cl:21][C:22]1[C:27]([C:28]([NH:19][C:14]2[CH:15]=[CH:16][CH:17]=[C:18]3[C:13]=2[N:12]=[CH:11][N:10]=[C:9]3[NH:8][CH:5]2[CH2:6][CH2:7][C:2]([F:1])([F:20])[CH2:3][CH2:4]2)=[O:29])=[C:26]([F:31])[C:25]([CH2:32][NH:33][C:34](=[O:39])[C:35]([CH3:37])([CH3:36])[CH3:38])=[CH:24][CH:23]=1. (2) Given the reactants [CH3:1][C:2]1[O:6][C:5]([C:7]2[CH:12]=[CH:11][CH:10]=[CH:9][CH:8]=2)=[N:4][C:3]=1[CH2:13][O:14][C:15]1[CH:23]=[CH:22][C:18]([CH2:19][O:20][NH2:21])=[CH:17][CH:16]=1.O=[C:25]([C:37]1[CH:42]=[CH:41][CH:40]=[CH:39][CH:38]=1)[CH2:26][CH2:27][CH2:28][CH2:29][CH2:30][CH2:31][CH2:32][C:33]([O:35]C)=[O:34].Cl.C([O-])(=O)C.[Na+].[OH-].[Na+], predict the reaction product. The product is: [CH3:1][C:2]1[O:6][C:5]([C:7]2[CH:8]=[CH:9][CH:10]=[CH:11][CH:12]=2)=[N:4][C:3]=1[CH2:13][O:14][C:15]1[CH:16]=[CH:17][C:18]([CH2:19][O:20]/[N:21]=[C:25](/[C:37]2[CH:38]=[CH:39][CH:40]=[CH:41][CH:42]=2)\[CH2:26][CH2:27][CH2:28][CH2:29][CH2:30][CH2:31][CH2:32][C:33]([OH:35])=[O:34])=[CH:22][CH:23]=1. (3) Given the reactants [CH2:1]([C:3]1[C:4]([CH3:26])=[C:5]2[C:9](=[C:10]([O:18]CC[Si](C)(C)C)[C:11]=1[CH2:12][CH:13]=[C:14]([CH3:17])[CH2:15][OH:16])[C:8](=[O:25])[O:7][CH2:6]2)[CH3:2].Br[CH2:28][P:29](=[O:38])([O:34]C(C)C)[O:30]C(C)C, predict the reaction product. The product is: [CH2:1]([C:3]1[C:4]([CH3:26])=[C:5]2[C:9]([C:8](=[O:25])[O:7][CH2:6]2)=[C:10]([OH:18])[C:11]=1[CH2:12][CH:13]=[C:14]([CH3:17])[CH2:15][O:16][CH2:28][P:29](=[O:30])([OH:38])[OH:34])[CH3:2]. (4) Given the reactants [Cl:1][C:2]1[CH:25]=[CH:24][C:5]([CH2:6][N:7]2[C:15]3[C:10](=[CH:11][C:12](/[CH:16]=[C:17]4/[C:18](=[O:23])[NH:19][C:20](=[O:22])[S:21]/4)=[CH:13][CH:14]=3)[CH:9]=[N:8]2)=[C:4]([C:26]([F:29])([F:28])[F:27])[CH:3]=1.Br[CH2:31][CH2:32]Cl.[F:34][C@H:35]1[CH2:39][CH2:38][NH:37][CH2:36]1, predict the reaction product. The product is: [Cl:1][C:2]1[CH:25]=[CH:24][C:5]([CH2:6][N:7]2[C:15]3[C:10](=[CH:11][C:12](/[CH:16]=[C:17]4/[C:18](=[O:23])[N:19]([CH2:39][CH2:38][N:37]5[CH2:32][CH2:31][C@H:35]([F:34])[CH2:36]5)[C:20](=[O:22])[S:21]/4)=[CH:13][CH:14]=3)[CH:9]=[N:8]2)=[C:4]([C:26]([F:27])([F:29])[F:28])[CH:3]=1. (5) Given the reactants [CH3:1][C:2]1([CH3:24])[CH:7]2[CH2:8][CH:3]1[CH2:4][CH2:5][CH:6]2[NH:9][S:10]([C:13]1[CH:18]=[CH:17][C:16]([C:19]#[C:20][CH2:21][CH2:22][OH:23])=[CH:15][CH:14]=1)(=[O:12])=[O:11], predict the reaction product. The product is: [CH3:1][C:2]1([CH3:24])[CH:7]2[CH2:8][CH:3]1[CH2:4][CH2:5][CH:6]2[NH:9][S:10]([C:13]1[CH:14]=[CH:15][C:16]([CH2:19][CH2:20][CH2:21][CH2:22][OH:23])=[CH:17][CH:18]=1)(=[O:12])=[O:11].